From a dataset of Ames mutagenicity test results for genotoxicity prediction. Regression/Classification. Given a drug SMILES string, predict its toxicity properties. Task type varies by dataset: regression for continuous values (e.g., LD50, hERG inhibition percentage) or binary classification for toxic/non-toxic outcomes (e.g., AMES mutagenicity, cardiotoxicity, hepatotoxicity). Dataset: ames. The drug is CN(C)C1Cc2cccc3cccc(c23)C1. The result is 1 (mutagenic).